From a dataset of Full USPTO retrosynthesis dataset with 1.9M reactions from patents (1976-2016). Predict the reactants needed to synthesize the given product. (1) Given the product [NH2:9][C:11]1[C:12](=[O:19])[NH:13][C:14](=[O:18])[NH:15][C:16]=1[NH2:17], predict the reactants needed to synthesize it. The reactants are: [O-]S(S([O-])=O)=O.[Na+].[Na+].[N:9]([C:11]1[C:12](=[O:19])[NH:13][C:14](=[O:18])[NH:15][C:16]=1[NH2:17])=O. (2) Given the product [S:41](=[O:43])(=[O:42])([O:1][CH2:2][C@H:3]1[CH2:4][C@@H:5]([NH:19][C:20]2[C:25]([C:26]([C:28]3[S:29][CH:30]=[C:31]([CH2:33][C:34]4[O:35][C:36]([CH3:39])=[CH:37][CH:38]=4)[CH:32]=3)=[O:27])=[CH:24][N:23]=[CH:22][N:21]=2)[CH2:6][C@@H:7]1[OH:8])[NH2:44], predict the reactants needed to synthesize it. The reactants are: [OH:1][CH2:2][C@@H:3]1[C@@H:7]([O:8][Si](C(C)C)(C(C)C)C(C)C)[CH2:6][C@H:5]([NH:19][C:20]2[C:25]([C:26]([C:28]3[S:29][CH:30]=[C:31]([CH2:33][C:34]4[O:35][C:36]([CH3:39])=[CH:37][CH:38]=4)[CH:32]=3)=[O:27])=[CH:24][N:23]=[CH:22][N:21]=2)[CH2:4]1.Cl[S:41]([NH2:44])(=[O:43])=[O:42].C([O-])(O)=O.[Na+]. (3) Given the product [NH2:11][C:12]1[S:13][C:14]2[CH2:20][C@@H:19]([NH2:21])[CH2:18][CH2:17][C:15]=2[N:16]=1, predict the reactants needed to synthesize it. The reactants are: C([O-])(=O)[C@H](C(C([O-])=O)O)O.[NH2:11][C:12]1[S:13][C:14]2[CH2:20][CH:19]([NH2:21])[CH2:18][CH2:17][C:15]=2[N:16]=1.[OH-].[K+]. (4) Given the product [C:1]([O:20][CH2:21][C@@H:22]([O:25][CH2:26]/[CH:27]=[N:51]/[OH:52])[CH:23]=[CH2:24])([C:14]1[CH:19]=[CH:18][CH:17]=[CH:16][CH:15]=1)([C:8]1[CH:13]=[CH:12][CH:11]=[CH:10][CH:9]=1)[C:2]1[CH:7]=[CH:6][CH:5]=[CH:4][CH:3]=1, predict the reactants needed to synthesize it. The reactants are: [C:1]([O:20][CH2:21][C@@H:22]([O:25][CH2:26][C:27](OC(C)(C)C)=O)[CH:23]=[CH2:24])([C:14]1[CH:19]=[CH:18][CH:17]=[CH:16][CH:15]=1)([C:8]1[CH:13]=[CH:12][CH:11]=[CH:10][CH:9]=1)[C:2]1[CH:7]=[CH:6][CH:5]=[CH:4][CH:3]=1.[H-].C([Al+]CC(C)C)C(C)C.Cl.C([O-])(=O)C.[Na+].Cl.[NH2:51][OH:52]. (5) Given the product [ClH:53].[NH2:15][C@@H:16]([CH2:20][CH3:21])[C:17]([N:3]([CH3:4])[CH3:1])=[O:18], predict the reactants needed to synthesize it. The reactants are: [CH2:1]([N:3](CC)[CH2:4]C)C.C(OC([NH:15][C@@H:16]([CH2:20][CH3:21])[C:17](O)=[O:18])=O)(C)(C)C.F[P-](F)(F)(F)(F)F.N1(O[P+](N(C)C)(N(C)C)N(C)C)C2C=CC=CC=2N=N1.CNC.C(Cl)[Cl:53]. (6) The reactants are: [NH2:1][C:2]1[N:10]=[CH:9][CH:8]=[CH:7][C:3]=1[C:4]([OH:6])=O.ON1C2C=CC=CC=2N=N1.CCN=C=NCCCN(C)C.[CH3:32][C:33]1[CH:34]=[C:35]([CH:38]=[CH:39][CH:40]=1)[CH2:36][NH2:37]. Given the product [CH3:32][C:33]1[CH:34]=[C:35]([CH2:36][NH:37][C:4](=[O:6])[C:3]2[CH:7]=[CH:8][CH:9]=[N:10][C:2]=2[NH2:1])[CH:38]=[CH:39][CH:40]=1, predict the reactants needed to synthesize it. (7) Given the product [C:1]([O:9][CH2:10][C:11]1[CH:12]=[N:13][C:14]([CH2:17][OH:22])=[CH:15][CH:16]=1)(=[O:8])[C:2]1[CH:7]=[CH:6][CH:5]=[CH:4][CH:3]=1, predict the reactants needed to synthesize it. The reactants are: [C:1]([O:9][CH2:10][C:11]1[CH:12]=[N+:13]([O-])[C:14]([CH3:17])=[CH:15][CH:16]=1)(=[O:8])[C:2]1[CH:7]=[CH:6][CH:5]=[CH:4][CH:3]=1.FC(F)(F)C(OC(=O)C(F)(F)F)=[O:22]. (8) Given the product [Cl:15][C:12]1[CH:13]=[CH:14][C:7]([N:4]2[CH2:5][CH2:6][O:1][C:2]3[CH:19]=[C:18]([S:21]([Cl:20])(=[O:23])=[O:22])[CH:17]=[CH:16][C:3]2=3)=[C:8]([C:9]#[N:10])[CH:11]=1, predict the reactants needed to synthesize it. The reactants are: [O:1]1[CH2:6][CH2:5][N:4]([C:7]2[CH:14]=[CH:13][C:12]([Cl:15])=[CH:11][C:8]=2[C:9]#[N:10])[C:3]2[CH:16]=[CH:17][CH:18]=[CH:19][C:2]1=2.[Cl:20][S:21](O)(=[O:23])=[O:22]. (9) Given the product [C:1]([O:5][C:6]([NH:8][CH2:9][CH2:10][N:11]([CH3:26])[CH:12]1[CH2:17][CH2:16][CH:15]([CH2:18][C:19]([O:21][CH2:22][CH3:23])=[O:20])[CH2:14][CH2:13]1)=[O:7])([CH3:4])([CH3:3])[CH3:2], predict the reactants needed to synthesize it. The reactants are: [C:1]([O:5][C:6]([NH:8][CH2:9][CH2:10][NH:11][CH:12]1[CH2:17][CH2:16][CH:15]([CH2:18][C:19]([O:21][CH2:22][CH3:23])=[O:20])[CH2:14][CH2:13]1)=[O:7])([CH3:4])([CH3:3])[CH3:2].C=O.[C:26](O)(=O)C.C(O[BH-](OC(=O)C)OC(=O)C)(=O)C.[Na+].C(=O)([O-])[O-].[Na+].[Na+]. (10) Given the product [Cl:1][C:2]1[CH:10]=[C:9]2[C:5]([C:6]([CH2:18][C:19]3[CH:24]=[CH:23][CH:22]=[C:21]([Cl:25])[CH:20]=3)([CH:12]3[CH2:30][CH2:29][N:28]([C:47]([N:44]4[CH2:45][CH2:46][N:41]([CH2:40][C:39]([N:33]5[CH2:38][CH2:37][O:36][CH2:35][CH2:34]5)=[O:50])[CH2:42][CH2:43]4)=[O:48])[CH2:31][CH2:32]3)[C:7](=[O:11])[NH:8]2)=[CH:4][CH:3]=1, predict the reactants needed to synthesize it. The reactants are: [Cl:1][C:2]1[CH:10]=[C:9]2[C:5]([C:6]([CH2:18][C:19]3[CH:24]=[CH:23][CH:22]=[C:21]([Cl:25])[CH:20]=3)([CH:12]3CCCNC3)[C:7](=[O:11])[NH:8]2)=[CH:4][CH:3]=1.C([N:28]([CH2:31][CH3:32])[CH2:29][CH3:30])C.[N:33]1([C:39](=[O:50])[CH2:40][N:41]2[CH2:46][CH2:45][N:44]([C:47](Cl)=[O:48])[CH2:43][CH2:42]2)[CH2:38][CH2:37][O:36][CH2:35][CH2:34]1.